Dataset: Peptide-MHC class II binding affinity with 134,281 pairs from IEDB. Task: Regression. Given a peptide amino acid sequence and an MHC pseudo amino acid sequence, predict their binding affinity value. This is MHC class II binding data. (1) The peptide sequence is FGLQLELTEGMRFDKGYISG. The MHC is DRB1_0301 with pseudo-sequence DRB1_0301. The binding affinity (normalized) is 0.158. (2) The binding affinity (normalized) is 0.350. The peptide sequence is AIAGAWENGVCGIRS. The MHC is DRB3_0101 with pseudo-sequence DRB3_0101.